Dataset: Catalyst prediction with 721,799 reactions and 888 catalyst types from USPTO. Task: Predict which catalyst facilitates the given reaction. (1) Reactant: [NH:1]1[CH2:8][CH2:7][CH2:6][C@@H:2]1[C:3]([OH:5])=[O:4].[CH2:9]=O. Product: [CH3:9][N:1]1[CH2:8][CH2:7][CH2:6][C@@H:2]1[C:3]([OH:5])=[O:4]. The catalyst class is: 522. (2) Product: [S:1]1[C:5]2[CH:6]=[CH:7][CH:8]=[CH:9][C:4]=2[N:3]=[C:2]1/[C:10](=[CH:13]/[N:14]([CH3:16])[CH3:15])/[C:11]#[N:12]. Reactant: [S:1]1[C:5]2[CH:6]=[CH:7][CH:8]=[CH:9][C:4]=2[N:3]=[C:2]1[CH2:10][C:11]#[N:12].[CH3:13][N:14]([CH:16](OC)OC)[CH3:15]. The catalyst class is: 11. (3) Reactant: C(N(CC)CC)C.[NH2:8][C:9]1[C:10](=[O:26])[N:11]([CH2:22][CH:23]2[CH2:25][CH2:24]2)[C:12]([C:15]2[CH:20]=[CH:19][CH:18]=[CH:17][C:16]=2[Cl:21])=[CH:13][CH:14]=1.Cl[C:28](OC1C=CC([N+]([O-])=O)=CC=1)=[O:29].[Cl-].[O:41]=[C:42]1[NH:46][C:45]([C:47]2[CH:52]=[CH:51][CH:50]=[CH:49][CH:48]=2)=[CH:44][N:43]1[CH:53]1[CH2:58][CH2:57][NH2+:56][CH2:55][CH2:54]1. Product: [Cl:21][C:16]1[CH:17]=[CH:18][CH:19]=[CH:20][C:15]=1[C:12]1[N:11]([CH2:22][CH:23]2[CH2:25][CH2:24]2)[C:10](=[O:26])[C:9]([NH:8][C:28]([N:56]2[CH2:57][CH2:58][CH:53]([N:43]3[CH:44]=[C:45]([C:47]4[CH:48]=[CH:49][CH:50]=[CH:51][CH:52]=4)[NH:46][C:42]3=[O:41])[CH2:54][CH2:55]2)=[O:29])=[CH:14][CH:13]=1. The catalyst class is: 7. (4) Reactant: [O:1]1[CH:5]=[CH:4][CH:3]=[C:2]1[C:6]1[N:7]=[C:8]([NH:19]C(=O)OCCCC)[S:9][C:10]=1[C:11]([CH:13]1[CH2:18][CH2:17][O:16][CH2:15][CH2:14]1)=[O:12]. Product: [NH2:19][C:8]1[S:9][C:10]([C:11]([CH:13]2[CH2:14][CH2:15][O:16][CH2:17][CH2:18]2)=[O:12])=[C:6]([C:2]2[O:1][CH:5]=[CH:4][CH:3]=2)[N:7]=1. The catalyst class is: 55. (5) Reactant: [C:1](N)(=O)[C:2]1[CH:7]=[CH:6]C=[N:4][CH:3]=1.[CH:10]1([Mg]Cl)[CH2:14][CH2:13][CH2:12][CH2:11]1.[CH3:17][OH:18].ClC1[C:21](=[O:32])[C:22]([C:30]#[N:31])=[C:23](C#N)[C:24](=O)[C:25]=1[Cl:26]. Product: [Cl:26][C:25]1[CH:24]=[C:23]([CH:10]2[CH2:14][CH2:13][CH2:12][CH2:11]2)[C:22]([C:21]([NH:4][CH2:3][CH:2]2[CH2:1][CH2:17][O:18][CH2:6][CH2:7]2)=[O:32])=[CH:30][N:31]=1. The catalyst class is: 7.